From a dataset of Catalyst prediction with 721,799 reactions and 888 catalyst types from USPTO. Predict which catalyst facilitates the given reaction. (1) Reactant: C(OC(=O)[NH:7][CH2:8][C:9]1[CH:14]=[CH:13][C:12]([O:15][CH2:16][C:17](=[O:20])[NH:18][CH3:19])=[C:11]([CH:21]2[CH2:26][CH2:25][N:24]([C:27]([C:29]3[C:37]4[C:32](=[C:33]([CH3:38])[CH:34]=[CH:35][CH:36]=4)[N:31]([CH2:39][CH2:40][O:41][CH3:42])[CH:30]=3)=[O:28])[CH2:23][CH2:22]2)[CH:10]=1)(C)(C)C.[ClH:44]. Product: [ClH:44].[NH2:7][CH2:8][C:9]1[CH:14]=[CH:13][C:12]([O:15][CH2:16][C:17]([NH:18][CH3:19])=[O:20])=[C:11]([CH:21]2[CH2:26][CH2:25][N:24]([C:27]([C:29]3[C:37]4[C:32](=[C:33]([CH3:38])[CH:34]=[CH:35][CH:36]=4)[N:31]([CH2:39][CH2:40][O:41][CH3:42])[CH:30]=3)=[O:28])[CH2:23][CH2:22]2)[CH:10]=1. The catalyst class is: 12. (2) Reactant: [OH2:1].[NH2:2][NH2:3].CCO.Cl[C:8]1[CH:15]=[CH:14][C:13]([N+:16]([O-])=[O:17])=[CH:12][C:9]=1[C:10]#[N:11]. Product: [N+:16]([C:13]1[CH:12]=[C:9]2[C:8](=[CH:15][CH:14]=1)[NH:3][N:2]=[C:10]2[NH2:11])([O-:17])=[O:1]. The catalyst class is: 6. (3) Reactant: [CH3:1][O:2][C:3](=[O:27])[C:4]1[CH:9]=[C:8]([O:10][CH3:11])[CH:7]=[CH:6][C:5]=1[NH:12][C:13]1[N:17]([C:18]2[CH:23]=[CH:22][CH:21]=[CH:20][C:19]=2[CH3:24])[N:16]=[C:15]([CH3:25])[C:14]=1Br.CC1(C)C(C)(C)OB([C:36]2[CH:37]=[CH:38][C:39]3[S:43][CH:42]=[N:41][C:40]=3[CH:44]=2)O1.C(=O)([O-])[O-].[Na+].[Na+].O. Product: [CH3:1][O:2][C:3](=[O:27])[C:4]1[CH:9]=[C:8]([O:10][CH3:11])[CH:7]=[CH:6][C:5]=1[NH:12][C:13]1[N:17]([C:18]2[CH:23]=[CH:22][CH:21]=[CH:20][C:19]=2[CH3:24])[N:16]=[C:15]([CH3:25])[C:14]=1[C:36]1[CH:37]=[CH:38][C:39]2[S:43][CH:42]=[N:41][C:40]=2[CH:44]=1. The catalyst class is: 427. (4) Reactant: [OH:1][C:2]1[CH:3]=[C:4]([CH2:8][C:9]([O:11][CH2:12][C:13]2[CH:18]=[CH:17][CH:16]=[CH:15][CH:14]=2)=[O:10])[CH:5]=[CH:6][CH:7]=1.ClCCl.[CH2:22]([O:29][C:30]([NH:32][CH:33]([CH2:44][CH2:45][P:46](OCl)([O:48][CH3:49])=[O:47])[C:34]([O:36][CH2:37][C:38]1[CH:43]=[CH:42][CH:41]=[CH:40][CH:39]=1)=[O:35])=[O:31])[C:23]1[CH:28]=[CH:27][CH:26]=[CH:25][CH:24]=1.C(N(CC)CC)C. Product: [CH2:22]([O:29][C:30]([NH:32][CH:33]([CH2:44][CH2:45][P:46]([O:1][C:2]1[CH:7]=[CH:6][CH:5]=[C:4]([CH2:8][C:9]([O:11][CH2:12][C:13]2[CH:14]=[CH:15][CH:16]=[CH:17][CH:18]=2)=[O:10])[CH:3]=1)([O:48][CH3:49])=[O:47])[C:34]([O:36][CH2:37][C:38]1[CH:43]=[CH:42][CH:41]=[CH:40][CH:39]=1)=[O:35])=[O:31])[C:23]1[CH:24]=[CH:25][CH:26]=[CH:27][CH:28]=1. The catalyst class is: 521. (5) Product: [Cl:1][C:2]1[CH:9]=[CH:8][C:5]([C:6](=[O:7])[CH2:12][CH3:13])=[C:4]([O:10][CH3:11])[CH:3]=1. Reactant: [Cl:1][C:2]1[CH:9]=[CH:8][C:5]([CH:6]=[O:7])=[C:4]([O:10][CH3:11])[CH:3]=1.[CH3:12][CH2:13][Mg+].[Br-].C1C=C[NH+]=CC=1.[O-][Cr](Cl)(=O)=O. The catalyst class is: 1. (6) Reactant: [Cl:1][C:2]1[CH:3]=[CH:4][C:5]2[N:9]=[C:8]([CH2:10][CH3:11])[N:7]([C:12]3[C:13]([CH3:34])=[C:14]([CH:31]=[CH:32][CH:33]=3)[CH2:15][NH:16][C:17]3[CH:30]=[CH:29][C:20]4[C@H:21]([CH2:24][C:25]([O:27]C)=[O:26])[CH2:22][O:23][C:19]=4[CH:18]=3)[C:6]=2[CH:35]=1.[OH-].[Na+]. Product: [Cl:1][C:2]1[CH:3]=[CH:4][C:5]2[N:9]=[C:8]([CH2:10][CH3:11])[N:7]([C:12]3[C:13]([CH3:34])=[C:14]([CH:31]=[CH:32][CH:33]=3)[CH2:15][NH:16][C:17]3[CH:30]=[CH:29][C:20]4[C@H:21]([CH2:24][C:25]([OH:27])=[O:26])[CH2:22][O:23][C:19]=4[CH:18]=3)[C:6]=2[CH:35]=1. The catalyst class is: 83.